From a dataset of Forward reaction prediction with 1.9M reactions from USPTO patents (1976-2016). Predict the product of the given reaction. (1) Given the reactants [C:1]1(P(C2C=CC=CC=2)C2C=CC=CC=2)C=CC=CC=1.N([C:22]([O:24][CH:25](C)[CH3:27])=[O:23])=N[C:22]([O:24][CH:25]([CH3:27])C)=[O:23].[OH:34][C:35]1[CH:45]=[N:44][CH:43]=[CH:42][C:36]=1[C:37]([O:39][CH2:40][CH3:41])=[O:38], predict the reaction product. The product is: [CH2:25]([O:24][C:22](=[O:23])[CH2:1][O:34][C:35]1[CH:45]=[N:44][CH:43]=[CH:42][C:36]=1[C:37]([O:39][CH2:40][CH3:41])=[O:38])[CH3:27]. (2) Given the reactants Br[C:2]1[N:7]=[C:6]([C:8]([O:10][CH3:11])=[O:9])[CH:5]=[CH:4][C:3]=1[F:12].[F:13][C:14]1[CH:15]=[C:16]([C:30]2([OH:34])[CH2:33][O:32][CH2:31]2)[CH:17]=[C:18]([F:29])[C:19]=1B1OC(C)(C)C(C)(C)O1, predict the reaction product. The product is: [F:13][C:14]1[CH:15]=[C:16]([C:30]2([OH:34])[CH2:31][O:32][CH2:33]2)[CH:17]=[C:18]([F:29])[C:19]=1[C:2]1[N:7]=[C:6]([C:8]([O:10][CH3:11])=[O:9])[CH:5]=[CH:4][C:3]=1[F:12]. (3) Given the reactants [C:1]([NH:4][C@@H:5]([CH2:42][C:43]1[CH:48]=[CH:47][CH:46]=[CH:45][CH:44]=1)[C:6]([NH:8][C@H:9]([C:34](=[O:41])[NH:35][CH2:36][CH2:37][CH2:38][CH2:39][CH3:40])[CH2:10][C:11]1[CH:16]=[CH:15][CH:14]=[C:13]([N:17]2[CH2:21][C:20](=[O:22])[N:19](CC3C=CC(OC)=CC=3)[S:18]2(=[O:33])=[O:32])[CH:12]=1)=[O:7])(=[O:3])[CH3:2], predict the reaction product. The product is: [C:1]([NH:4][C@@H:5]([CH2:42][C:43]1[CH:44]=[CH:45][CH:46]=[CH:47][CH:48]=1)[C:6]([NH:8][C@H:9]([C:34](=[O:41])[NH:35][CH2:36][CH2:37][CH2:38][CH2:39][CH3:40])[CH2:10][C:11]1[CH:16]=[CH:15][CH:14]=[C:13]([N:17]2[CH2:21][C:20](=[O:22])[NH:19][S:18]2(=[O:33])=[O:32])[CH:12]=1)=[O:7])(=[O:3])[CH3:2]. (4) Given the reactants O[CH2:2][C:3]1[CH:12]=[N:11][C:10]2[N:9]3[CH2:13][CH2:14][CH2:15][CH2:16][C@H:8]3[C:7](=[O:17])[NH:6][C:5]=2[CH:4]=1.[I-].C(C[P+](C)(C)C)#N.CCN(C(C)C)C(C)C.Cl.[Cl:36][C:37]1[CH:38]=[C:39]([CH:44]=[CH:45][C:46]=1[N:47]1[CH2:52][CH2:51][NH:50][CH2:49][CH2:48]1)[C:40]([NH:42][CH3:43])=[O:41], predict the reaction product. The product is: [Cl:36][C:37]1[CH:38]=[C:39]([CH:44]=[CH:45][C:46]=1[N:47]1[CH2:48][CH2:49][N:50]([CH2:2][C:3]2[CH:12]=[N:11][C:10]3[N:9]4[CH2:13][CH2:14][CH2:15][CH2:16][C@H:8]4[C:7](=[O:17])[NH:6][C:5]=3[CH:4]=2)[CH2:51][CH2:52]1)[C:40]([NH:42][CH3:43])=[O:41]. (5) Given the reactants [N:1]12[CH2:8][CH2:7][C:4]([C:9]([C:16]3[S:17][CH:18]=[CH:19][CH:20]=3)([C:11]3[S:12][CH:13]=[CH:14][CH:15]=3)[OH:10])([CH2:5][CH2:6]1)[CH2:3][CH2:2]2.[C:21]1([O:27][CH2:28][CH2:29][Br:30])[CH:26]=[CH:25][CH:24]=[CH:23][CH:22]=1, predict the reaction product. The product is: [Br-:30].[OH:10][C:9]([C:16]1[S:17][CH:18]=[CH:19][CH:20]=1)([C:11]1[S:12][CH:13]=[CH:14][CH:15]=1)[C:4]12[CH2:5][CH2:6][N+:1]([CH2:29][CH2:28][O:27][C:21]3[CH:26]=[CH:25][CH:24]=[CH:23][CH:22]=3)([CH2:8][CH2:7]1)[CH2:2][CH2:3]2. (6) Given the reactants C([O:3][C:4]([C:6]1[C:11]([C:12]2[CH:17]=[CH:16][CH:15]=[CH:14][CH:13]=2)=[N:10][N:9](C2CCCCO2)[C:8](=[O:24])[CH:7]=1)=[CH2:5])C, predict the reaction product. The product is: [C:4]([C:6]1[C:11]([C:12]2[CH:13]=[CH:14][CH:15]=[CH:16][CH:17]=2)=[N:10][NH:9][C:8](=[O:24])[CH:7]=1)(=[O:3])[CH3:5].